From a dataset of Catalyst prediction with 721,799 reactions and 888 catalyst types from USPTO. Predict which catalyst facilitates the given reaction. (1) Reactant: [F:1][C:2]([F:7])([F:6])[C:3]([OH:5])=[O:4].[N+:8]([C:11]1[CH:16]=[CH:15][C:14]([N:17]2[CH2:22][CH2:21][CH2:20][C@@H:19]([NH:23]C(=O)OC(C)(C)C)[CH2:18]2)=[CH:13][C:12]=1[O:31][CH:32]([CH3:34])[CH3:33])([O-:10])=[O:9]. Product: [F:1][C:2]([F:7])([F:6])[C:3]([OH:5])=[O:4].[N+:8]([C:11]1[CH:16]=[CH:15][C:14]([N:17]2[CH2:22][CH2:21][CH2:20][C@@H:19]([NH2:23])[CH2:18]2)=[CH:13][C:12]=1[O:31][CH:32]([CH3:34])[CH3:33])([O-:10])=[O:9]. The catalyst class is: 4. (2) Reactant: [CH3:1][O:2][C:3]1[CH:4]=[C:5]([NH:11][C:12]2[N:13]=[CH:14][C:15]3[CH2:21][C:20](=[O:22])[NH:19][C:18]4[CH:23]=[C:24]([C:27](O)=[O:28])[CH:25]=[CH:26][C:17]=4[C:16]=3[N:30]=2)[CH:6]=[CH:7][C:8]=1[O:9][CH3:10].C(N(CC)C(C)C)(C)C.CN(C(ON1N=NC2C=CC=CC1=2)=[N+](C)C)C.[B-](F)(F)(F)F.[NH2:62][CH2:63][CH2:64][NH:65][C:66](=[O:72])[O:67][C:68]([CH3:71])([CH3:70])[CH3:69]. Product: [C:68]([O:67][C:66](=[O:72])[NH:65][CH2:64][CH2:63][NH:62][C:27]([C:24]1[CH:25]=[CH:26][C:17]2[C:16]3[N:30]=[C:12]([NH:11][C:5]4[CH:6]=[CH:7][C:8]([O:9][CH3:10])=[C:3]([O:2][CH3:1])[CH:4]=4)[N:13]=[CH:14][C:15]=3[CH2:21][C:20](=[O:22])[NH:19][C:18]=2[CH:23]=1)=[O:28])([CH3:69])([CH3:71])[CH3:70]. The catalyst class is: 18.